From a dataset of Forward reaction prediction with 1.9M reactions from USPTO patents (1976-2016). Predict the product of the given reaction. Given the reactants [CH3:1][O:2][C:3]1[CH:4]=[C:5]([CH2:10][C:11]2[C@:20]3([CH3:21])[C@H:15]([C:16]([CH3:23])([CH3:22])[CH2:17][CH2:18][CH2:19]3)[CH2:14][CH2:13][C:12]=2[CH3:24])[CH:6]=[C:7]([CH3:9])[CH:8]=1.C[O:26]C1C=C(C[C@H]2C(C)=CC[C@@H]3[C@]2(C)CCCC3(C)C)C=C(C)C=1.COC1C=C(C[C@H]2C(=C)CC[C@@H]3[C@]2(C)CCCC3(C)C)C=C(C)C=1.B.C1COCC1, predict the reaction product. The product is: [CH3:1][O:2][C:3]1[CH:4]=[C:5]([CH2:10][C@@H:11]2[C@:20]3([CH3:21])[C@H:15]([C:16]([CH3:23])([CH3:22])[CH2:17][CH2:18][CH2:19]3)[CH2:14][CH2:13][C@@H:12]2[CH2:24][OH:26])[CH:6]=[C:7]([CH3:9])[CH:8]=1.